This data is from Forward reaction prediction with 1.9M reactions from USPTO patents (1976-2016). The task is: Predict the product of the given reaction. (1) Given the reactants [Cl:1][C:2]1[CH:19]=[CH:18][C:5]([N:6]([CH3:17])[S:7]([C:10]2[CH:15]=[CH:14][C:13]([CH3:16])=[CH:12][CH:11]=2)(=[O:9])=[O:8])=[C:4]([S:20][CH3:21])[CH:3]=1.O.OO.C([O:28]C(C)C)(C)C, predict the reaction product. The product is: [Cl:1][C:2]1[CH:19]=[CH:18][C:5]([N:6]([CH3:17])[S:7]([C:10]2[CH:11]=[CH:12][C:13]([CH3:16])=[CH:14][CH:15]=2)(=[O:8])=[O:9])=[C:4]([S:20]([CH3:21])=[O:28])[CH:3]=1. (2) Given the reactants [CH2:1]([C:8]1[C:9]([O:29][C:30]2[CH:35]=[CH:34][C:33]([F:36])=[CH:32][C:31]=2[CH:37](Cl)[CH3:38])=[N:10][C:11]2[C:16]([CH:17]=1)=[CH:15][C:14]([N:18]1[CH:22]=[C:21]([C:23]3[CH:28]=[CH:27][CH:26]=[CH:25][CH:24]=3)[N:20]=[N:19]1)=[CH:13][CH:12]=2)[C:2]1[CH:7]=[CH:6][CH:5]=[CH:4][CH:3]=1.[NH:40]1[CH:44]=[CH:43][N:42]=[CH:41]1.C(N(CC)CC)C, predict the reaction product. The product is: [CH2:1]([C:8]1[C:9]([O:29][C:30]2[CH:35]=[CH:34][C:33]([F:36])=[CH:32][C:31]=2[CH:37]([N:40]2[CH:44]=[CH:43][N:42]=[CH:41]2)[CH3:38])=[N:10][C:11]2[C:16]([CH:17]=1)=[CH:15][C:14]([N:18]1[CH:22]=[C:21]([C:23]3[CH:28]=[CH:27][CH:26]=[CH:25][CH:24]=3)[N:20]=[N:19]1)=[CH:13][CH:12]=2)[C:2]1[CH:7]=[CH:6][CH:5]=[CH:4][CH:3]=1. (3) The product is: [CH3:1][O:2][C:3]1[CH:8]=[C:7]([O:9][CH2:10][C:11]([F:12])([F:13])[F:14])[C:6]([CH3:15])=[CH:5][C:4]=1[NH2:16]. Given the reactants [CH3:1][O:2][C:3]1[CH:8]=[C:7]([O:9][CH2:10][C:11]([F:14])([F:13])[F:12])[C:6]([CH3:15])=[CH:5][C:4]=1[N+:16]([O-])=O, predict the reaction product. (4) Given the reactants [C:1]([C:3]1[CH:8]=[CH:7][C:6]([C:9]2[CH:10]=[N:11][N:12]([C:15]3[CH:23]=[CH:22][C:18]([C:19]([OH:21])=O)=[CH:17][N:16]=3)[C:13]=2[OH:14])=[C:5]([CH3:24])[CH:4]=1)#[N:2].Cl.Cl.[CH:27]1([N:30]2[CH2:35][CH2:34][NH:33][CH2:32][C@H:31]2[CH3:36])[CH2:29][CH2:28]1, predict the reaction product. The product is: [CH:27]1([N:30]2[CH2:35][CH2:34][N:33]([C:19]([C:18]3[CH:22]=[CH:23][C:15]([N:12]4[C:13]([OH:14])=[C:9]([C:6]5[CH:7]=[CH:8][C:3]([C:1]#[N:2])=[CH:4][C:5]=5[CH3:24])[CH:10]=[N:11]4)=[N:16][CH:17]=3)=[O:21])[CH2:32][C@H:31]2[CH3:36])[CH2:29][CH2:28]1. (5) Given the reactants [C:1]([O:5][C:6]([N:8]1[CH2:13][CH2:12][CH:11]([C:14](O)=O)[CH2:10][C:9]1=C)=[O:7])([CH3:4])([CH3:3])[CH3:2].[F:18][C:19]1[CH:20]=[C:21]([CH:24]=[CH:25][C:26]=1[F:27])[CH2:22][NH2:23].CN1CC[O:32][CH2:31]C1, predict the reaction product. The product is: [C:1]([O:5][C:6]([N:8]1[CH2:9][CH2:10][C:11](=[CH:14][C:31](=[O:32])[NH:23][CH2:22][C:21]2[CH:24]=[CH:25][C:26]([F:27])=[C:19]([F:18])[CH:20]=2)[CH2:12][CH2:13]1)=[O:7])([CH3:2])([CH3:3])[CH3:4]. (6) Given the reactants [H-].[Na+].[Br:3][C:4]1[CH:9]=[C:8]([Cl:10])[C:7]([CH3:11])=[CH:6][C:5]=1[NH:12][C:13]([CH:15]1[CH2:20][CH2:19][N:18]([C:21]([O:23][C:24]([CH3:27])([CH3:26])[CH3:25])=[O:22])[CH2:17][CH2:16]1)=[O:14].[CH2:28](Br)[C:29]1[CH:34]=[CH:33][CH:32]=[CH:31][CH:30]=1.Cl, predict the reaction product. The product is: [CH2:28]([N:12]([C:5]1[CH:6]=[C:7]([CH3:11])[C:8]([Cl:10])=[CH:9][C:4]=1[Br:3])[C:13]([CH:15]1[CH2:20][CH2:19][N:18]([C:21]([O:23][C:24]([CH3:27])([CH3:26])[CH3:25])=[O:22])[CH2:17][CH2:16]1)=[O:14])[C:29]1[CH:34]=[CH:33][CH:32]=[CH:31][CH:30]=1.